This data is from NCI-60 drug combinations with 297,098 pairs across 59 cell lines. The task is: Regression. Given two drug SMILES strings and cell line genomic features, predict the synergy score measuring deviation from expected non-interaction effect. (1) Drug 1: CN1C2=C(C=C(C=C2)N(CCCl)CCCl)N=C1CCCC(=O)O.Cl. Drug 2: CCC1(C2=C(COC1=O)C(=O)N3CC4=CC5=C(C=CC(=C5CN(C)C)O)N=C4C3=C2)O.Cl. Cell line: NCI-H522. Synergy scores: CSS=30.7, Synergy_ZIP=5.29, Synergy_Bliss=8.73, Synergy_Loewe=-26.2, Synergy_HSA=4.28. (2) Drug 1: C1=CC(=C2C(=C1NCCNCCO)C(=O)C3=C(C=CC(=C3C2=O)O)O)NCCNCCO. Drug 2: CC1C(C(CC(O1)OC2CC(CC3=C2C(=C4C(=C3O)C(=O)C5=C(C4=O)C(=CC=C5)OC)O)(C(=O)C)O)N)O.Cl. Cell line: HCT116. Synergy scores: CSS=54.9, Synergy_ZIP=0.972, Synergy_Bliss=0.637, Synergy_Loewe=1.60, Synergy_HSA=5.06.